Task: Predict the reactants needed to synthesize the given product.. Dataset: Full USPTO retrosynthesis dataset with 1.9M reactions from patents (1976-2016) (1) Given the product [ClH:18].[CH3:17][C:4]([NH2:1])([CH3:16])[CH:5]=[C:6]1[CH2:7][C:8]([CH3:15])([CH3:14])[CH2:9][C:10]([CH3:13])([CH3:12])[CH2:11]1, predict the reactants needed to synthesize it. The reactants are: [N:1]([C:4]([CH3:17])([CH3:16])[CH:5]=[C:6]1[CH2:11][C:10]([CH3:13])([CH3:12])[CH2:9][C:8]([CH3:15])([CH3:14])[CH2:7]1)=[N+]=[N-].[ClH:18].CC1(C)CC(C)(C)CC(=CC(N)C)C1. (2) Given the product [CH2:30]([O:29][C:27]([CH2:26][O:1][C:2]1[CH:11]=[CH:10][CH:9]=[C:8]2[C:3]=1[CH2:4][CH2:5][N:6]([C:12]([O:14][C:15]([CH3:18])([CH3:17])[CH3:16])=[O:13])[CH2:7]2)=[O:28])[CH3:31], predict the reactants needed to synthesize it. The reactants are: [OH:1][C:2]1[CH:11]=[CH:10][CH:9]=[C:8]2[C:3]=1[CH2:4][CH2:5][N:6]([C:12]([O:14][C:15]([CH3:18])([CH3:17])[CH3:16])=[O:13])[CH2:7]2.C([O-])([O-])=O.[K+].[K+].Br[CH2:26][C:27]([O:29][CH2:30][CH3:31])=[O:28]. (3) Given the product [C:1]([C:3]1[CH:10]=[CH:9][CH:8]=[CH:7][C:4]=1[CH2:5][NH:23][C@@H:21]([C:11]1[C:20]2[C:15](=[CH:16][CH:17]=[CH:18][CH:19]=2)[CH:14]=[CH:13][CH:12]=1)[CH3:22])#[CH:2], predict the reactants needed to synthesize it. The reactants are: [C:1]([C:3]1[CH:10]=[CH:9][CH:8]=[CH:7][C:4]=1[CH:5]=O)#[CH:2].[C:11]1([C@H:21]([NH2:23])[CH3:22])[C:20]2[C:15](=[CH:16][CH:17]=[CH:18][CH:19]=2)[CH:14]=[CH:13][CH:12]=1.